Predict the reaction yield, written as a fraction of the theoretical maximum amount of product (1.0 means a 100% yield; for example, 0.34 means a 34% yield). From a dataset of Reaction yield outcomes from USPTO patents with 853,638 reactions. (1) The reactants are [CH2:1]([N:5]1[C:10]2=[N:11][N:12]([CH2:21][C:22]3[CH:27]=[CH:26][C:25]([CH:28]4[CH2:33][CH2:32][CH2:31][CH2:30][NH:29]4)=[CH:24][CH:23]=3)[C:13]([NH:14][C:15]3[CH:20]=[CH:19][CH:18]=[CH:17][CH:16]=3)=[C:9]2[C:8](=[O:34])[N:7]([CH3:35])[C:6]1=[O:36])[CH:2]([CH3:4])[CH3:3].C=O.S([O-])([O-])(=O)=O.[Na+].[Na+].[BH3-][C:47]#N.[Na+]. The catalyst is C(Cl)Cl. The product is [CH2:1]([N:5]1[C:10]2=[N:11][N:12]([CH2:21][C:22]3[CH:23]=[CH:24][C:25]([CH:28]4[CH2:33][CH2:32][CH2:31][CH2:30][N:29]4[CH3:47])=[CH:26][CH:27]=3)[C:13]([NH:14][C:15]3[CH:20]=[CH:19][CH:18]=[CH:17][CH:16]=3)=[C:9]2[C:8](=[O:34])[N:7]([CH3:35])[C:6]1=[O:36])[CH:2]([CH3:4])[CH3:3]. The yield is 0.550. (2) The reactants are [CH3:1][S:2]([C:5]1[CH:10]=[CH:9][C:8]([CH:11]([CH2:16][CH:17]2[CH2:21][CH2:20][O:19][CH2:18]2)[C:12](=[O:15])[CH:13]=[CH2:14])=[CH:7][CH:6]=1)(=[O:4])=[O:3].[N:22]1[CH:27]=[CH:26][N:25]=[CH:24][C:23]=1[CH:28]=[O:29].C(N(CC)CC)C. The catalyst is C(O)C.[Cl-].C([N+]1C(C)=C(CCO)SC=1)C1C=CC=CC=1.C(OCC)(=O)C. The product is [CH3:1][S:2]([C:5]1[CH:6]=[CH:7][C:8]([CH:11]([CH2:16][CH:17]2[CH2:21][CH2:20][O:19][CH2:18]2)[C:12](=[O:15])[CH2:13][CH2:14][C:28]([C:23]2[CH:24]=[N:25][CH:26]=[CH:27][N:22]=2)=[O:29])=[CH:9][CH:10]=1)(=[O:4])=[O:3]. The yield is 0.140.